Regression. Given two drug SMILES strings and cell line genomic features, predict the synergy score measuring deviation from expected non-interaction effect. From a dataset of NCI-60 drug combinations with 297,098 pairs across 59 cell lines. (1) Drug 1: C1CCC(C1)C(CC#N)N2C=C(C=N2)C3=C4C=CNC4=NC=N3. Drug 2: CC1=C(C(CCC1)(C)C)C=CC(=CC=CC(=CC(=O)O)C)C. Cell line: TK-10. Synergy scores: CSS=4.49, Synergy_ZIP=-2.34, Synergy_Bliss=-3.08, Synergy_Loewe=-3.35, Synergy_HSA=-3.66. (2) Drug 1: C1=CC(=CC=C1CCCC(=O)O)N(CCCl)CCCl. Drug 2: CC1CCC2CC(C(=CC=CC=CC(CC(C(=O)C(C(C(=CC(C(=O)CC(OC(=O)C3CCCCN3C(=O)C(=O)C1(O2)O)C(C)CC4CCC(C(C4)OC)OCCO)C)C)O)OC)C)C)C)OC. Cell line: MALME-3M. Synergy scores: CSS=24.6, Synergy_ZIP=-4.96, Synergy_Bliss=-4.03, Synergy_Loewe=-2.68, Synergy_HSA=2.52. (3) Drug 1: CC(CN1CC(=O)NC(=O)C1)N2CC(=O)NC(=O)C2. Drug 2: C1=CN(C=N1)CC(O)(P(=O)(O)O)P(=O)(O)O. Cell line: SN12C. Synergy scores: CSS=11.8, Synergy_ZIP=-7.15, Synergy_Bliss=-6.54, Synergy_Loewe=-6.93, Synergy_HSA=-6.47. (4) Drug 1: CNC(=O)C1=CC=CC=C1SC2=CC3=C(C=C2)C(=NN3)C=CC4=CC=CC=N4. Drug 2: CCN(CC)CCNC(=O)C1=C(NC(=C1C)C=C2C3=C(C=CC(=C3)F)NC2=O)C. Cell line: ACHN. Synergy scores: CSS=12.8, Synergy_ZIP=-0.815, Synergy_Bliss=1.79, Synergy_Loewe=0.0599, Synergy_HSA=0.0529. (5) Drug 1: CN(C)N=NC1=C(NC=N1)C(=O)N. Drug 2: CC(C)CN1C=NC2=C1C3=CC=CC=C3N=C2N. Cell line: HOP-92. Synergy scores: CSS=-6.49, Synergy_ZIP=-0.762, Synergy_Bliss=-6.55, Synergy_Loewe=-5.91, Synergy_HSA=-6.24. (6) Drug 1: CS(=O)(=O)C1=CC(=C(C=C1)C(=O)NC2=CC(=C(C=C2)Cl)C3=CC=CC=N3)Cl. Drug 2: C1=C(C(=O)NC(=O)N1)N(CCCl)CCCl. Cell line: MDA-MB-435. Synergy scores: CSS=7.28, Synergy_ZIP=5.36, Synergy_Bliss=9.01, Synergy_Loewe=-1.39, Synergy_HSA=1.32.